This data is from Reaction yield outcomes from USPTO patents with 853,638 reactions. The task is: Predict the reaction yield, written as a fraction of the theoretical maximum amount of product (1.0 means a 100% yield; for example, 0.34 means a 34% yield). The reactants are [Br:1][C:2]1[CH:3]=[C:4]([N:13]([C@H:16]2[CH2:21][CH2:20][C@H:19]([NH:22][C:23]([O:25][C:26]([CH3:29])([CH3:28])[CH3:27])=[O:24])[CH2:18][CH2:17]2)[CH2:14][CH3:15])[C:5]([CH3:12])=[C:6]([CH:11]=1)[C:7]([O:9][CH3:10])=[O:8].[H-].[Na+].[CH3:32]I. The catalyst is C1COCC1. The product is [Br:1][C:2]1[CH:3]=[C:4]([N:13]([C@H:16]2[CH2:17][CH2:18][C@H:19]([N:22]([C:23]([O:25][C:26]([CH3:28])([CH3:27])[CH3:29])=[O:24])[CH3:32])[CH2:20][CH2:21]2)[CH2:14][CH3:15])[C:5]([CH3:12])=[C:6]([CH:11]=1)[C:7]([O:9][CH3:10])=[O:8]. The yield is 0.974.